Dataset: Forward reaction prediction with 1.9M reactions from USPTO patents (1976-2016). Task: Predict the product of the given reaction. (1) Given the reactants [CH3:1][O:2][C:3](=[O:6])[CH2:4][OH:5].[H-].[Na+].[Br:9][C:10]1[CH:11]=[C:12]([N+:17]([O-:19])=[O:18])[C:13](Cl)=[N:14][CH:15]=1.O, predict the reaction product. The product is: [CH3:1][O:2][C:3](=[O:6])[CH2:4][O:5][C:13]1[C:12]([N+:17]([O-:19])=[O:18])=[CH:11][C:10]([Br:9])=[CH:15][N:14]=1. (2) Given the reactants [C:1]([O:5][C:6](=[O:15])[NH:7][C:8]1([C:13]#[N:14])[CH2:12][CH2:11][CH2:10][CH2:9]1)([CH3:4])([CH3:3])[CH3:2].[H-].[H-].[H-].[H-].[Li+].[Al+3].O, predict the reaction product. The product is: [C:1]([O:5][C:6](=[O:15])[NH:7][C:8]1([CH2:13][NH2:14])[CH2:12][CH2:11][CH2:10][CH2:9]1)([CH3:4])([CH3:2])[CH3:3]. (3) The product is: [NH2:48][C:43]1[CH:44]=[CH:45][CH:46]=[CH:47][C:42]=1[NH:41][C:34]1[S:33][C:32]2[CH:51]=[C:28]([CH3:27])[CH:29]=[CH:30][C:31]=2[C:35]=1[C:36]([O:38][CH2:39][CH3:40])=[O:37]. Given the reactants NC1SC2C=C(C)C=CC=2C=1C(OCC)=O.FC1C=CC=CC=1[N+]([O-])=O.[CH3:27][C:28]1[CH:29]=[CH:30][C:31]2[C:35]([C:36]([O:38][CH2:39][CH3:40])=[O:37])=[C:34]([NH:41][C:42]3[CH:47]=[CH:46][CH:45]=[CH:44][C:43]=3[N+:48]([O-])=O)[S:33][C:32]=2[CH:51]=1.Cl.[Sn](Cl)Cl, predict the reaction product.